The task is: Predict which catalyst facilitates the given reaction.. This data is from Catalyst prediction with 721,799 reactions and 888 catalyst types from USPTO. (1) Reactant: N[C@H](C(O)=O)CCC(=O)N.CC(NC)C1OC(OC2C(O)C(OC3OCC(O)(C)C(NC)C3O)C(N)CC2N)C(N)CC1.C(=O)=O.[CH3:47][CH2:48][O:49][C:50]([C@@H:52]([NH2:83])[CH2:53][CH2:54][C:55]([NH:57][C@H:58]([C:68]([NH:70][C@@H:71]([C:78]([O:80][CH2:81][CH3:82])=[O:79])[C:72]1[CH:73]=[CH:74][CH:75]=[CH:76][CH:77]=1)=[O:69])[CH2:59][S:60][CH2:61][C:62]1[CH:63]=[CH:64][CH:65]=[CH:66][CH:67]=1)=[O:56])=[O:51].[ClH:84].CS(C)=O. Product: [CH3:47][CH2:48][O:49][C:50]([C@@H:52]([NH2:83])[CH2:53][CH2:54][C:55]([NH:57][C@H:58]([C:68]([NH:70][C@@H:71]([C:78]([O:80][CH2:81][CH3:82])=[O:79])[C:72]1[CH:77]=[CH:76][CH:75]=[CH:74][CH:73]=1)=[O:69])[CH2:59][S:60][CH2:61][C:62]1[CH:63]=[CH:64][CH:65]=[CH:66][CH:67]=1)=[O:56])=[O:51].[ClH:84]. The catalyst class is: 16. (2) Reactant: FC(F)(F)S(O[C:7]1[CH2:8][CH2:9][N:10]([C:13]([O:15][C:16]([CH3:19])([CH3:18])[CH3:17])=[O:14])[CH2:11][CH:12]=1)(=O)=O.[Br-].[N:23]1[CH:28]=[CH:27][CH:26]=[CH:25][C:24]=1[Zn+]. Product: [N:23]1[CH:28]=[CH:27][CH:26]=[CH:25][C:24]=1[C:7]1[CH2:8][CH2:9][N:10]([C:13]([O:15][C:16]([CH3:19])([CH3:18])[CH3:17])=[O:14])[CH2:11][CH:12]=1. The catalyst class is: 176. (3) Reactant: [CH3:1][C:2]1[CH:7]=[CH:6][C:5]([S:8]([O:11][CH2:12][CH:13]2[CH2:17][C:16]3[CH:18]=[CH:19][CH:20]=[C:21](Br)[C:15]=3[O:14]2)(=[O:10])=[O:9])=[CH:4][CH:3]=1.[F:23][C:24]1[CH:29]=[C:28]([F:30])[CH:27]=[CH:26][C:25]=1B(O)O.C(=O)([O-])[O-].[K+].[K+]. Product: [CH3:1][C:2]1[CH:7]=[CH:6][C:5]([S:8]([O:11][CH2:12][CH:13]2[CH2:17][C:16]3[CH:18]=[CH:19][CH:20]=[C:21]([C:27]4[CH:26]=[CH:25][C:24]([F:23])=[CH:29][C:28]=4[F:30])[C:15]=3[O:14]2)(=[O:10])=[O:9])=[CH:4][CH:3]=1. The catalyst class is: 608.